Predict the product of the given reaction. From a dataset of Forward reaction prediction with 1.9M reactions from USPTO patents (1976-2016). (1) Given the reactants [F:1][C:2]1[CH:7]=[CH:6][C:5]([C:8]2[C:12](=[O:13])[O:11][CH2:10][C:9]=2[C:14]2[CH:24]=[CH:23][C:17]3[O:18][CH2:19][C:20](=[O:22])[NH:21][C:16]=3[CH:15]=2)=[CH:4][CH:3]=1.[NH2:25][C:26]1[CH:31]=[CH:30][CH:29]=[CH:28][CH:27]=1.O.C1(C)C=CC(S(O)(=O)=O)=CC=1.O, predict the reaction product. The product is: [F:1][C:2]1[CH:7]=[CH:6][C:5]([C:8]2[C:12](=[O:13])[N:25]([C:26]3[CH:31]=[CH:30][CH:29]=[CH:28][CH:27]=3)[C:10](=[O:11])[C:9]=2[C:14]2[CH:24]=[CH:23][C:17]3[O:18][CH2:19][C:20](=[O:22])[NH:21][C:16]=3[CH:15]=2)=[CH:4][CH:3]=1. (2) Given the reactants C[Al](C)C.[Cl-].[N:6]1([NH3+:12])[CH2:11][CH2:10][CH2:9][CH2:8][CH2:7]1.[CH3:13][C:14]1[CH:19]=[CH:18][C:17]([C:20]2[N:21]=[C:22]([CH2:38][N:39]3[CH:43]=[N:42][N:41]=[N:40]3)[C:23]([C:33](OCC)=[O:34])=[N:24][C:25]=2[C:26]2[CH:31]=[CH:30][C:29]([CH3:32])=[CH:28][CH:27]=2)=[CH:16][CH:15]=1, predict the reaction product. The product is: [CH3:13][C:14]1[CH:19]=[CH:18][C:17]([C:20]2[N:21]=[C:22]([CH2:38][N:39]3[CH:43]=[N:42][N:41]=[N:40]3)[C:23]([C:33]([NH:12][N:6]3[CH2:11][CH2:10][CH2:9][CH2:8][CH2:7]3)=[O:34])=[N:24][C:25]=2[C:26]2[CH:27]=[CH:28][C:29]([CH3:32])=[CH:30][CH:31]=2)=[CH:16][CH:15]=1. (3) Given the reactants NC1C=CC(N2CCC[C@H](C(N3CCN(C)CC3)=O)C2)=CC=1OC.[CH3:25][O:26][C:27]1[CH:28]=[C:29]([N:36]2[CH2:41][CH2:40][CH:39]([N:42]([CH3:44])[CH3:43])[CH2:38][CH2:37]2)[CH:30]=[CH:31][C:32]=1[N+:33]([O-])=O, predict the reaction product. The product is: [NH2:33][C:32]1[CH:31]=[CH:30][C:29]([N:36]2[CH2:41][CH2:40][CH:39]([N:42]([CH3:43])[CH3:44])[CH2:38][CH2:37]2)=[CH:28][C:27]=1[O:26][CH3:25]. (4) Given the reactants [C:1](#[N:3])[CH3:2].[H-].[Na+].[CH:6]1[C:15]2[CH2:14][CH2:13][CH2:12][CH2:11][C:10]=2[CH:9]=[CH:8][C:7]=1[C:16](OCC)=[O:17].Cl, predict the reaction product. The product is: [O:17]=[C:16]([C:7]1[CH:8]=[CH:9][C:10]2[CH2:11][CH2:12][CH2:13][CH2:14][C:15]=2[CH:6]=1)[CH2:2][C:1]#[N:3]. (5) Given the reactants [NH:1]1[C:9]2[C:4](=[CH:5][C:6]([C:10]([O:12][CH3:13])=[O:11])=[CH:7][CH:8]=2)[CH:3]=[N:2]1.[H-].[Na+].[CH2:16](Br)[O:17][CH3:18], predict the reaction product. The product is: [CH3:16][O:17][CH2:18][N:1]1[C:9]2[C:4](=[CH:5][C:6]([C:10]([O:12][CH3:13])=[O:11])=[CH:7][CH:8]=2)[CH:3]=[N:2]1. (6) Given the reactants [OH:1][C:2]1[CH:9]=[CH:8][CH:7]=[CH:6][C:3]=1[C:4]#[N:5].[C:10](=O)([O-])[O-].[K+].[K+].[CH2:16](Br)[CH3:17], predict the reaction product. The product is: [CH2:10]([O:1][C:2]1[CH:9]=[CH:8][CH:7]=[CH:6][C:3]=1[C:4]#[N:5])[CH2:16][CH3:17]. (7) Given the reactants [Cl:1][C:2]1[CH:7]=[CH:6][C:5]([C:8]2([F:14])[CH2:13][CH2:12][NH:11][CH2:10][CH2:9]2)=[CH:4][CH:3]=1.N1C(C)=CC=CC=1C.[I-].[K+].Br[CH2:26][CH2:27][CH:28]=[C:29]1[C:35]2[CH:36]=[CH:37][CH:38]=[N:39][C:34]=2[CH2:33][O:32][C:31]2[CH:40]=[CH:41][C:42]([C:44]([OH:47])([CH3:46])[CH3:45])=[CH:43][C:30]1=2, predict the reaction product. The product is: [Cl:1][C:2]1[CH:7]=[CH:6][C:5]([C:8]2([F:14])[CH2:9][CH2:10][N:11]([CH2:26][CH2:27][CH:28]=[C:29]3[C:35]4[CH:36]=[CH:37][CH:38]=[N:39][C:34]=4[CH2:33][O:32][C:31]4[CH:40]=[CH:41][C:42]([C:44]([OH:47])([CH3:46])[CH3:45])=[CH:43][C:30]3=4)[CH2:12][CH2:13]2)=[CH:4][CH:3]=1.